This data is from Full USPTO retrosynthesis dataset with 1.9M reactions from patents (1976-2016). The task is: Predict the reactants needed to synthesize the given product. (1) The reactants are: [NH:1]1[C:5]2[CH:6]=[CH:7][CH:8]=[CH:9][C:4]=2[N:3]=[C:2]1[C:10]([OH:12])=O.CN(C(ON1N=NC2C=CC=NC1=2)=[N+](C)C)C.F[P-](F)(F)(F)(F)F.Cl.[NH:38]1[CH2:41][CH:40]([C:42]2[C:47]([C:48]3[CH:53]=[CH:52][CH:51]=[CH:50][CH:49]=3)=[CH:46][CH:45]=[CH:44][N:43]=2)[CH2:39]1. Given the product [NH:3]1[C:4]2[CH:9]=[CH:8][CH:7]=[CH:6][C:5]=2[N:1]=[C:2]1[C:10]([N:38]1[CH2:39][CH:40]([C:42]2[C:47]([C:48]3[CH:53]=[CH:52][CH:51]=[CH:50][CH:49]=3)=[CH:46][CH:45]=[CH:44][N:43]=2)[CH2:41]1)=[O:12], predict the reactants needed to synthesize it. (2) Given the product [CH2:1]([O:3][C:4]1[CH:5]=[C:6]([C:10]([CH3:13])([CH3:14])[C:11]#[N:12])[CH:7]=[CH:8][C:9]=1[I:15])[CH3:2], predict the reactants needed to synthesize it. The reactants are: [CH2:1]([O:3][C:4]1[CH:5]=[C:6]([C:10]([CH3:14])([CH3:13])[C:11]#[N:12])[CH:7]=[CH:8][CH:9]=1)[CH3:2].[I:15]Cl. (3) Given the product [Cl:1][C:2]1[CH:7]=[CH:6][C:5]([C@H:8]2[C@@H:12]([C:13]3[CH:14]=[CH:15][C:16]([Cl:19])=[CH:17][CH:18]=3)[N:11]([C:20]([N:64]3[CH2:63][CH2:62][N:61]([CH2:60][C:59]([N:53]4[CH2:54][CH2:55][O:56][CH2:57][CH2:58]4)=[O:67])[CH2:66][CH2:65]3)=[O:21])[C:10]([C:34]3[CH:39]=[CH:38][C:37]([C:40]([CH3:49])([CH3:48])[C:41]([N:43]([CH2:46][CH3:47])[CH2:44][CH3:45])=[O:42])=[CH:36][C:35]=3[O:50][CH2:51][CH3:52])=[N:9]2)=[CH:4][CH:3]=1, predict the reactants needed to synthesize it. The reactants are: [Cl:1][C:2]1[CH:7]=[CH:6][C:5]([C@H:8]2[C@@H:12]([C:13]3[CH:18]=[CH:17][C:16]([Cl:19])=[CH:15][CH:14]=3)[N:11]([C:20](N3CCN(CCS(C)(=O)=O)CC3)=[O:21])[C:10]([C:34]3[CH:39]=[CH:38][C:37]([C:40]([CH3:49])([CH3:48])[C:41]([N:43]([CH2:46][CH3:47])[CH2:44][CH3:45])=[O:42])=[CH:36][C:35]=3[O:50][CH2:51][CH3:52])=[N:9]2)=[CH:4][CH:3]=1.[N:53]1([C:59](=[O:67])[CH2:60][N:61]2[CH2:66][CH2:65][NH:64][CH2:63][CH2:62]2)[CH2:58][CH2:57][O:56][CH2:55][CH2:54]1. (4) Given the product [C:1]([O:5][C:6]([N:8]1[CH2:12][CH2:11][CH2:10][C@H:9]1[C:13]1[CH:14]=[CH:15][N:27]([C:21]2[CH:26]=[CH:25][CH:24]=[CH:23][CH:22]=2)[N:28]=1)=[O:7])([CH3:4])([CH3:3])[CH3:2], predict the reactants needed to synthesize it. The reactants are: [C:1]([O:5][C:6]([N:8]1[CH2:12][CH2:11][CH2:10][C@H:9]1[C:13](=O)[C:14]#[C:15][Si](C)(C)C)=[O:7])([CH3:4])([CH3:3])[CH3:2].[C:21]1([NH:27][NH2:28])[CH:26]=[CH:25][CH:24]=[CH:23][CH:22]=1.C(=O)([O-])[O-].[Na+].[Na+]. (5) The reactants are: [Cl:1][C:2]1[CH:3]=[C:4]2[C:8](=[CH:9][CH:10]=1)[N:7]([C:11]1[N:12]=[C:13]3[C:19]([C:20]([NH:22][C:23]([CH3:27])([CH3:26])[CH2:24][OH:25])=[O:21])=[CH:18][N:17](COCC[Si](C)(C)C)[C:14]3=[N:15][CH:16]=1)[N:6]=[CH:5]2.FC(F)(F)C(O)=O. Given the product [OH:25][CH2:24][C:23]([NH:22][C:20]([C:19]1[C:13]2[C:14](=[N:15][CH:16]=[C:11]([N:7]3[C:8]4[C:4](=[CH:3][C:2]([Cl:1])=[CH:10][CH:9]=4)[CH:5]=[N:6]3)[N:12]=2)[NH:17][CH:18]=1)=[O:21])([CH3:27])[CH3:26], predict the reactants needed to synthesize it. (6) Given the product [F:1][C:2]1[CH:3]=[C:4]([CH2:5][CH2:6][N:7]2[CH:11]=[C:10]([NH2:12])[CH:9]=[N:8]2)[CH:15]=[CH:16][CH:17]=1, predict the reactants needed to synthesize it. The reactants are: [F:1][C:2]1[CH:3]=[C:4]([CH:15]=[CH:16][CH:17]=1)[CH2:5][CH2:6][N:7]1[CH:11]=[C:10]([N+:12]([O-])=O)[CH:9]=[N:8]1. (7) Given the product [Cl:1][C:2]1[CH:7]=[CH:6][N:5]2[N:8]=[CH:9][C:10]([C:11]([NH:20][CH:14]3[CH2:19][CH2:18][CH2:17][CH2:16][CH2:15]3)=[O:12])=[C:4]2[N:3]=1, predict the reactants needed to synthesize it. The reactants are: [Cl:1][C:2]1[CH:7]=[CH:6][N:5]2[N:8]=[CH:9][C:10]([C:11](Cl)=[O:12])=[C:4]2[N:3]=1.[CH:14]1([NH2:20])[CH2:19][CH2:18][CH2:17][CH2:16][CH2:15]1. (8) Given the product [I:1][C:2]1[N:3]=[C:4]([CH:8]2[CH2:10][CH2:9]2)[N:5]([CH3:7])[C:6]=1[I:44], predict the reactants needed to synthesize it. The reactants are: [I:1][C:2]1[N:3]=[C:4]([CH:8]2[CH2:10][CH2:9]2)[N:5]([CH3:7])[CH:6]=1.Cl.BrC1N=C(C2CC2)N(C)C=1.C1(C2N(C)C=CN=2)CC1.C([O-])([O-])=O.[K+].[K+].C1C(=O)N([I:44])C(=O)C1. (9) Given the product [C:21]([C:19]1[O:18][N:17]=[C:16]([NH:15][C:12]([C@@H:9]2[CH2:10][CH2:11][N:8]2[C:5]2[CH:4]=[CH:3][C:2]([Cl:1])=[CH:7][CH:6]=2)=[O:14])[CH:20]=1)([CH3:24])([CH3:23])[CH3:22], predict the reactants needed to synthesize it. The reactants are: [Cl:1][C:2]1[CH:7]=[CH:6][C:5]([N:8]2[CH2:11][CH2:10][C@H:9]2[C:12]([OH:14])=O)=[CH:4][CH:3]=1.[NH2:15][C:16]1[CH:20]=[C:19]([C:21]([CH3:24])([CH3:23])[CH3:22])[O:18][N:17]=1.P(Cl)(Cl)(Cl)=O.